From a dataset of Reaction yield outcomes from USPTO patents with 853,638 reactions. Predict the reaction yield, written as a fraction of the theoretical maximum amount of product (1.0 means a 100% yield; for example, 0.34 means a 34% yield). (1) The reactants are Br[C:2]1[C:7](=[O:8])[N:6]([CH2:9][C:10]2[CH:15]=[CH:14][C:13]([C:16]3[C:17]([C:22]#[N:23])=[CH:18][CH:19]=[CH:20][CH:21]=3)=[CH:12][CH:11]=2)[C:5]([CH2:24][CH2:25][CH3:26])=[N:4][C:3]=1[CH2:27][CH3:28].[CH3:29][O:30][C:31]1[CH:32]=[C:33]([OH:39])[CH:34]=[CH:35][C:36]=1[O:37][CH3:38].[OH-].[K+].CS(C)=O. The catalyst is C(OCC)(=O)C. The product is [CH3:29][O:30][C:31]1[CH:32]=[C:33]([CH:34]=[CH:35][C:36]=1[O:37][CH3:38])[O:39][C:2]1[C:7](=[O:8])[N:6]([CH2:9][C:10]2[CH:15]=[CH:14][C:13]([C:16]3[C:17]([C:22]#[N:23])=[CH:18][CH:19]=[CH:20][CH:21]=3)=[CH:12][CH:11]=2)[C:5]([CH2:24][CH2:25][CH3:26])=[N:4][C:3]=1[CH2:27][CH3:28]. The yield is 0.610. (2) The reactants are [NH2:1][C:2]1[CH:3]=[C:4]([CH2:11][N:12]2[C@H:17]([CH3:18])[CH2:16][N:15]([C:19]([O:21][C:22]([CH3:25])([CH3:24])[CH3:23])=[O:20])[C@@H:14]([CH3:26])[CH2:13]2)[C:5]2[O:9][CH:8]=[CH:7][C:6]=2[CH:10]=1.[CH3:27][O:28][C:29]1[CH:34]=[CH:33][C:32]([CH3:35])=[CH:31][C:30]=1[S:36](Cl)(=[O:38])=[O:37].N1C=CC=CC=1. The catalyst is C(Cl)Cl. The product is [CH3:27][O:28][C:29]1[CH:34]=[CH:33][C:32]([CH3:35])=[CH:31][C:30]=1[S:36]([NH:1][C:2]1[CH:3]=[C:4]([CH2:11][N:12]2[C@H:17]([CH3:18])[CH2:16][N:15]([C:19]([O:21][C:22]([CH3:24])([CH3:23])[CH3:25])=[O:20])[C@@H:14]([CH3:26])[CH2:13]2)[C:5]2[O:9][CH:8]=[CH:7][C:6]=2[CH:10]=1)(=[O:37])=[O:38]. The yield is 0.480. (3) The reactants are [NH2:1][C:2]1[C:3]([C:17]([O:19][CH3:20])=[O:18])=[N:4][C:5](B2OC(C)(C)C(C)(C)O2)=[CH:6][N:7]=1.Br[C:22]1[C:27]([C:28]([F:31])([F:30])[F:29])=[C:26]([O:32][CH3:33])[CH:25]=[CH:24][N:23]=1.P([O-])([O-])([O-])=O.[K+].[K+].[K+].ClC1C(P(C2CCCCC2)C2CCCCC2)=C(C2C(C(C)C)=CC(C(C)C)=CC=2C(C)C)C=CC=1.[Cl-].[NH4+]. The catalyst is O1CCCC1.C(OCC)(=O)C. The product is [NH2:1][C:2]1[C:3]([C:17]([O:19][CH3:20])=[O:18])=[N:4][C:5]([C:22]2[C:27]([C:28]([F:30])([F:31])[F:29])=[C:26]([O:32][CH3:33])[CH:25]=[CH:24][N:23]=2)=[CH:6][N:7]=1. The yield is 0.0700. (4) The reactants are [CH3:1][C:2]1[C:19]([C:20]([F:23])([F:22])[F:21])=[CH:18][C:5]2[N:6](C(OC(C)C)=O)[CH2:7][CH2:8][CH2:9][C:10](=[O:11])[C:4]=2[CH:3]=1.[Cl-].[Na+]. The catalyst is O.CS(C)=O. The product is [CH3:1][C:2]1[C:19]([C:20]([F:23])([F:21])[F:22])=[CH:18][C:5]2[NH:6][CH2:7][CH2:8][CH2:9][C:10](=[O:11])[C:4]=2[CH:3]=1. The yield is 0.800.